From a dataset of Catalyst prediction with 721,799 reactions and 888 catalyst types from USPTO. Predict which catalyst facilitates the given reaction. (1) Reactant: [CH3:1][N:2]([C:6]1[CH:11]=[CH:10][CH:9]=[CH:8][CH:7]=1)[C:3](Cl)=[O:4].[N+:12]([C:15]1[CH:20]=[CH:19][C:18]([OH:21])=[CH:17][CH:16]=1)([O-:14])=[O:13].N12CCN(CC1)CC2.O. Product: [N+:12]([C:15]1[CH:20]=[CH:19][C:18]([O:21][C:3](=[O:4])[N:2]([CH3:1])[C:6]2[CH:11]=[CH:10][CH:9]=[CH:8][CH:7]=2)=[CH:17][CH:16]=1)([O-:14])=[O:13]. The catalyst class is: 9. (2) Reactant: CO[C:3](=[O:13])[C:4]1[CH:9]=[C:8]([Cl:10])[CH:7]=[C:6]([CH3:11])[C:5]=1[NH2:12].[CH2:14]([CH2:16][NH2:17])[OH:15]. Product: [OH:15][CH2:14][CH2:16][NH:17][C:3](=[O:13])[C:4]1[CH:9]=[C:8]([Cl:10])[CH:7]=[C:6]([CH3:11])[C:5]=1[NH2:12]. The catalyst class is: 10. (3) Reactant: [C:1]([O:4][CH2:5][CH2:6]Br)(=[O:3])[CH3:2].[N-:8]=[N+:9]=[N-:10].[Na+]. Product: [C:1]([O:4][CH2:5][CH2:6][N:8]=[N+:9]=[N-:10])(=[O:3])[CH3:2]. The catalyst class is: 35. (4) Reactant: [CH2:1]([O:3][C:4](=[O:16])/[CH:5]=[C:6](/[O:8][C:9]1[CH:14]=[CH:13][CH:12]=[C:11]([Br:15])[CH:10]=1)\[CH3:7])[CH3:2].[Br:17]N1C(=O)CCC1=O.C(OOC(=O)C1C=CC=CC=1)(=O)C1C=CC=CC=1. Product: [CH2:1]([O:3][C:4](=[O:16])/[CH:5]=[C:6](/[O:8][C:9]1[CH:14]=[CH:13][CH:12]=[C:11]([Br:15])[CH:10]=1)\[CH2:7][Br:17])[CH3:2]. The catalyst class is: 53. (5) Product: [C:30]([N:21]1[CH2:20][CH2:19][CH:18]([C:16]2[CH:15]=[CH:14][C:10]([C:11]([NH2:13])=[O:12])=[C:9]([C:6]3[CH:7]=[CH:8][C:3]([CH:2]([OH:1])[C:24]4[CH:25]=[CH:26][CH:27]=[CH:28][CH:29]=4)=[CH:4][CH:5]=3)[N:17]=2)[CH2:23][CH2:22]1)(=[O:33])[CH:31]=[CH2:32]. The catalyst class is: 2. Reactant: [OH:1][CH:2]([C:24]1[CH:29]=[CH:28][CH:27]=[CH:26][CH:25]=1)[C:3]1[CH:8]=[CH:7][C:6]([C:9]2[N:17]=[C:16]([CH:18]3[CH2:23][CH2:22][NH:21][CH2:20][CH2:19]3)[CH:15]=[CH:14][C:10]=2[C:11]([NH2:13])=[O:12])=[CH:5][CH:4]=1.[C:30](Cl)(=[O:33])[CH:31]=[CH2:32]. (6) Reactant: [OH:1][CH2:2][CH2:3][C:4]1[N:5]=[C:6]([C:9]2[CH:14]=[CH:13][CH:12]=[CH:11][C:10]=2[NH:15][C:16]([O:18][CH2:19][CH:20]2[CH2:25][CH2:24][N:23](C(OC(C)(C)C)=O)[CH2:22][CH2:21]2)=[O:17])[S:7][CH:8]=1.[ClH:33]. Product: [ClH:33].[OH:1][CH2:2][CH2:3][C:4]1[N:5]=[C:6]([C:9]2[CH:14]=[CH:13][CH:12]=[CH:11][C:10]=2[NH:15][C:16](=[O:17])[O:18][CH2:19][CH:20]2[CH2:25][CH2:24][NH:23][CH2:22][CH2:21]2)[S:7][CH:8]=1. The catalyst class is: 459. (7) Reactant: Cl[Si:2]([CH3:5])([CH3:4])[CH3:3].[CH3:6][O:7][C:8]([C:10]1[N:11]=[C:12]([NH:15][C:16](=[O:42])[C@@H:17]([NH:25][C:26](=[O:41])[C@H:27]([NH2:40])[C:28]2[CH:33]=[CH:32][C:31]([O:34][CH2:35][C@H:36]([OH:39])[CH2:37][OH:38])=[CH:30][CH:29]=2)[CH2:18][C:19]2[CH:24]=[CH:23][CH:22]=[CH:21][CH:20]=2)[S:13][CH:14]=1)=[O:9].C(N(CC)CC)C. Product: [CH3:6][O:7][C:8]([C:10]1[N:11]=[C:12]([NH:15][C:16](=[O:42])[C@@H:17]([NH:25][C:26](=[O:41])[C@H:27]([NH2:40])[C:28]2[CH:29]=[CH:30][C:31]([O:34][CH2:35][C@H:36]([O:39][Si:2]([CH3:5])([CH3:4])[CH3:3])[CH2:37][O:38][Si:2]([CH3:5])([CH3:4])[CH3:3])=[CH:32][CH:33]=2)[CH2:18][C:19]2[CH:20]=[CH:21][CH:22]=[CH:23][CH:24]=2)[S:13][CH:14]=1)=[O:9]. The catalyst class is: 30. (8) Reactant: [C:1]([O:4][C:5]([CH2:49][OH:50])([CH2:47][OH:48])[CH2:6][CH2:7][C:8]1[CH:13]=[CH:12][C:11]([C@@H:14]2[C@@H:17]([CH2:18][CH2:19][C@H:20]([O:28][C:29](=[O:31])[CH3:30])[C:21]3[CH:26]=[CH:25][C:24]([F:27])=[CH:23][CH:22]=3)[C:16](=[O:32])[N:15]2[C:33]2[CH:38]=[CH:37][C:36]([CH2:39][CH2:40][CH2:41][NH:42][S:43]([CH3:46])(=[O:45])=[O:44])=[CH:35][CH:34]=2)=[CH:10][CH:9]=1)(=[O:3])[CH3:2].[CH3:51][O:52][C:53](=[O:73])[C@H:54]1[O:60][C@H:58](O)[C@H:57]([O:61][C:62](=[O:64])[CH3:63])[C@@H:56]([O:65][C:66](=[O:68])[CH3:67])[C@@H:55]1[O:69][C:70](=[O:72])[CH3:71].ClC(Cl)(Cl)C(=N)[O-].B(F)(F)F. Product: [C:70]([O:69][C@H:55]1[C@H:56]([O:65][C:66](=[O:68])[CH3:67])[C@@H:57]([O:61][C:62](=[O:64])[CH3:63])[C@H:58]([O:50][CH2:49][C:5]([O:4][C:1](=[O:3])[CH3:2])([CH2:47][OH:48])[CH2:6][CH2:7][C:8]2[CH:13]=[CH:12][C:11]([C@@H:14]3[C@@H:17]([CH2:18][CH2:19][C@H:20]([O:28][C:29](=[O:31])[CH3:30])[C:21]4[CH:26]=[CH:25][C:24]([F:27])=[CH:23][CH:22]=4)[C:16](=[O:32])[N:15]3[C:33]3[CH:34]=[CH:35][C:36]([CH2:39][CH2:40][CH2:41][NH:42][S:43]([CH3:46])(=[O:44])=[O:45])=[CH:37][CH:38]=3)=[CH:10][CH:9]=2)[O:60][C@@H:54]1[C:53]([O:52][CH3:51])=[O:73])(=[O:72])[CH3:71]. The catalyst class is: 4. (9) Reactant: [CH2:1]([O:3][C:4](=[O:12])[C:5]1[CH:10]=[CH:9][CH:8]=[N:7][C:6]=1[CH3:11])[CH3:2].C1(C)C=C(C)C=C(C)C=1S(ON)(=O)=O.CO[CH:29](OC)[N:30](C)C. Product: [CH2:1]([O:3][C:4]([C:5]1[C:6]2[N:7]([N:30]=[CH:29][CH:11]=2)[CH:8]=[CH:9][CH:10]=1)=[O:12])[CH3:2]. The catalyst class is: 59.